This data is from Full USPTO retrosynthesis dataset with 1.9M reactions from patents (1976-2016). The task is: Predict the reactants needed to synthesize the given product. (1) Given the product [OH:35][C@H:34]1[C@H:30]2[O:29][CH2:28][C@@H:27]([O:26][C:24]3[N:23]([CH2:36][O:37][CH2:38][CH2:39][Si:40]([CH3:43])([CH3:41])[CH3:42])[C:5]4=[N:6][C:7]([C:8]5[CH:13]=[CH:12][C:11]([C:45]6[CH:46]=[CH:47][C:48]([N:51]=[S:52]([CH3:56])([NH:54][CH3:55])=[O:53])=[CH:49][CH:50]=6)=[CH:10][CH:9]=5)=[C:2]([Cl:1])[CH:3]=[C:4]4[N:25]=3)[C@H:31]2[O:32][CH2:33]1, predict the reactants needed to synthesize it. The reactants are: [Cl:1][C:2]1[CH:3]=[C:4]2[N:25]=[C:24]([O:26][C@H:27]3[C@H:31]4[O:32][CH2:33][C@@H:34]([OH:35])[C@H:30]4[O:29][CH2:28]3)[N:23]([CH2:36][O:37][CH2:38][CH2:39][Si:40]([CH3:43])([CH3:42])[CH3:41])[C:5]2=[N:6][C:7]=1[C:8]1[CH:13]=[CH:12][C:11](B2OC(C)(C)C(C)(C)O2)=[CH:10][CH:9]=1.Br[C:45]1[CH:50]=[CH:49][C:48]([N:51]=[S:52]([CH3:56])([NH:54][CH3:55])=[O:53])=[CH:47][CH:46]=1. (2) Given the product [Cl:14][C:11]1[CH:12]=[CH:13][C:5]([OH:4])=[C:6]([CH:10]=1)[C:7]([NH:15][C@H:16]([C:17](=[O:18])[NH:19][C:20]1[CH:25]=[C:24]([C:26]([F:28])([F:29])[F:27])[CH:23]=[C:22]([C:30]([F:31])([F:32])[F:33])[CH:21]=1)[CH2:34][CH:35]([CH3:36])[CH3:37])=[O:9], predict the reactants needed to synthesize it. The reactants are: C([O:4][C:5]1[CH:13]=[CH:12][C:11]([Cl:14])=[CH:10][C:6]=1[C:7]([OH:9])=O)(=O)C.[NH2:15][C@@H:16]([CH2:34][CH:35]([CH3:37])[CH3:36])[C:17]([NH:19][C:20]1[CH:25]=[C:24]([C:26]([F:29])([F:28])[F:27])[CH:23]=[C:22]([C:30]([F:33])([F:32])[F:31])[CH:21]=1)=[O:18]. (3) Given the product [CH3:27][O:26][C:24]([C:23]1[C:22]([C:28]([O:30][CH3:31])=[O:29])=[C:39]([NH:38][CH:32]2[CH2:37][CH2:36][CH2:35][CH2:34][CH2:33]2)[O:19][C:18]=1[C:17]1[C:16]2[C:10]([CH:11]=[CH:12][CH:13]=[CH:14][CH:15]=2)=[C:9]([CH:20]=[O:21])[C:8]=1[Si:1]([C:4]([CH3:7])([CH3:6])[CH3:5])([CH3:3])[CH3:2])=[O:25], predict the reactants needed to synthesize it. The reactants are: [Si:1]([C:8]1[C:17]([CH:18]=[O:19])=[C:16]2[C:10](=[CH:11][CH:12]=[CH:13][CH:14]=[CH:15]2)[C:9]=1[CH:20]=[O:21])([C:4]([CH3:7])([CH3:6])[CH3:5])([CH3:3])[CH3:2].[C:22]([C:28]([O:30][CH3:31])=[O:29])#[C:23][C:24]([O:26][CH3:27])=[O:25].[CH:32]1([N+:38]#[C-:39])[CH2:37][CH2:36][CH2:35][CH2:34][CH2:33]1.CCCCCC.